Task: Predict the product of the given reaction.. Dataset: Forward reaction prediction with 1.9M reactions from USPTO patents (1976-2016) (1) Given the reactants [F:1][C:2]1[CH:7]=[CH:6][CH:5]=[C:4]([F:8])[C:3]=1[N:9]=[N:10][NH:11][C:12]1[C:17]([F:18])=[CH:16][CH:15]=[CH:14][C:13]=1[F:19].[F:20][P-:21]([F:26])([F:25])([F:24])([F:23])[F:22].[K+].Br/[CH:29]=[CH:30]\[C:31]1[C:36]([F:37])=[CH:35][CH:34]=[CH:33][C:32]=1[F:38].ClOC(C)(C)C, predict the reaction product. The product is: [F:20][P-:21]([F:26])([F:25])([F:24])([F:23])[F:22].[F:1][C:2]1[CH:7]=[CH:6][CH:5]=[C:4]([F:8])[C:3]=1[NH+:9]1[CH:29]=[C:30]([C:31]2[C:36]([F:37])=[CH:35][CH:34]=[CH:33][C:32]=2[F:38])[N:11]([C:12]2[C:13]([F:19])=[CH:14][CH:15]=[CH:16][C:17]=2[F:18])[NH:10]1. (2) Given the reactants FC1C=CC2N(C(CC3N(C)C=CN=3)=C(C3C=CC(F)=CC=3)N=2)C=1.[Cl:25][C:26]1[CH:31]=[CH:30][C:29]([C:32]2[N:33]=[C:34]3[CH:39]=[CH:38][C:37]([CH3:40])=[CH:36][N:35]3[C:41]=2[CH:42]=O)=[CH:28][CH:27]=1.[CH3:44][C:45]1[O:46][CH:47]=[N:48][N:49]=1, predict the reaction product. The product is: [Cl:25][C:26]1[CH:27]=[CH:28][C:29]([C:32]2[N:33]=[C:34]3[CH:39]=[CH:38][C:37]([CH3:40])=[CH:36][N:35]3[C:41]=2[CH2:42][C:47]2[O:46][C:45]([CH3:44])=[N:49][N:48]=2)=[CH:30][CH:31]=1. (3) Given the reactants F[C:2]1[CH:7]=[CH:6][C:5]([CH2:8][C:9]([O:11][CH3:12])=[O:10])=[C:4]([OH:13])[CH:3]=1.[Br-].[Cl:15]C1C=CC(C[P+](C2C=CC=CC=2)(C2C=CC=CC=2)C2C=CC=CC=2)=C(O)C=1, predict the reaction product. The product is: [Cl:15][C:2]1[CH:7]=[CH:6][C:5]([CH2:8][C:9]([O:11][CH3:12])=[O:10])=[C:4]([OH:13])[CH:3]=1. (4) The product is: [CH2:22]([C:21]1[C:16]2[C:17](=[N:18][C:13]([C:10]3[CH:11]=[CH:12][N:8]([C:5]4[N:4]=[CH:3][C:2]([N:27]5[CH2:32][CH2:31][O:30][CH2:29][CH2:28]5)=[CH:7][N:6]=4)[N:9]=3)=[CH:14][CH:15]=2)[N:19]([CH:24]([CH3:26])[CH3:25])[N:20]=1)[CH3:23]. Given the reactants Br[C:2]1[CH:3]=[N:4][C:5]([N:8]2[CH:12]=[CH:11][C:10]([C:13]3[N:18]=[C:17]4[N:19]([CH:24]([CH3:26])[CH3:25])[N:20]=[C:21]([CH2:22][CH3:23])[C:16]4=[CH:15][CH:14]=3)=[N:9]2)=[N:6][CH:7]=1.[NH:27]1[CH2:32][CH2:31][O:30][CH2:29][CH2:28]1.F[B-](F)(F)F.C([PH+](C(C)(C)C)C(C)(C)C)(C)(C)C.CC(C)([O-])C.[Na+], predict the reaction product.